Task: Regression. Given a peptide amino acid sequence and an MHC pseudo amino acid sequence, predict their binding affinity value. This is MHC class II binding data.. Dataset: Peptide-MHC class II binding affinity with 134,281 pairs from IEDB (1) The peptide sequence is KYQEFFWDANDIYRI. The MHC is HLA-DQA10401-DQB10402 with pseudo-sequence HLA-DQA10401-DQB10402. The binding affinity (normalized) is 0.0794. (2) The peptide sequence is AAATAGNTVYGAFAA. The MHC is HLA-DPA10103-DPB10601 with pseudo-sequence HLA-DPA10103-DPB10601. The binding affinity (normalized) is 0.0747. (3) The peptide sequence is CDEFINVPEWSYIVEKA. The MHC is DRB4_0101 with pseudo-sequence DRB4_0103. The binding affinity (normalized) is 0.184. (4) The peptide sequence is SKGGMRNVFDEVIPT. The MHC is HLA-DQA10101-DQB10501 with pseudo-sequence HLA-DQA10101-DQB10501. The binding affinity (normalized) is 0.701. (5) The peptide sequence is KMIGGIGGFIKVRQYDQIPI. The MHC is DRB1_1501 with pseudo-sequence DRB1_1501. The binding affinity (normalized) is 0.704. (6) The peptide sequence is KTFEREYPTIKQKKP. The MHC is HLA-DQA10103-DQB10603 with pseudo-sequence HLA-DQA10103-DQB10603. The binding affinity (normalized) is 0.